From a dataset of Catalyst prediction with 721,799 reactions and 888 catalyst types from USPTO. Predict which catalyst facilitates the given reaction. (1) Reactant: C(OC(=O)[NH:7][C:8]1[S:9][CH:10]=[C:11]([C:13](=[O:18])[N:14]([O:16][CH3:17])[CH3:15])[N:12]=1)(C)(C)C.FC(F)(F)C(O)=O. Product: [CH3:17][O:16][N:14]([CH3:15])[C:13]([C:11]1[N:12]=[C:8]([NH2:7])[S:9][CH:10]=1)=[O:18]. The catalyst class is: 4. (2) Reactant: Cl.Cl.C(O[C:6]([C:8]1[CH:9]=[C:10]2[C:14](=[CH:15][CH:16]=1)[NH:13][N:12]=[C:11]2[C:17]1[CH:26]=[CH:25][C:24]2[C:19](=[CH:20][CH:21]=[C:22]([F:27])[CH:23]=2)[CH:18]=1)=[NH:7])C.[CH3:28][C:29]([CH3:36])([CH3:35])[CH2:30][C:31]([NH:33][NH2:34])=O.C(N(CC)CC)C. Product: [CH3:28][C:29]([CH3:36])([CH3:35])[CH2:30][C:31]1[N:7]=[C:6]([C:8]2[CH:9]=[C:10]3[C:14](=[CH:15][CH:16]=2)[NH:13][N:12]=[C:11]3[C:17]2[CH:26]=[CH:25][C:24]3[C:19](=[CH:20][CH:21]=[C:22]([F:27])[CH:23]=3)[CH:18]=2)[NH:34][N:33]=1. The catalyst class is: 5. (3) The catalyst class is: 271. Product: [CH:1]1([C:4]2[C:5]([N+:15]([O-:17])=[O:16])=[CH:6][C:7]3[C:8](=[CH:9][N:25]([C:22]4[CH:21]=[CH:20][C:19]([CH3:18])=[CH:24][N:23]=4)[N:12]=3)[CH:11]=2)[CH2:3][CH2:2]1. Reactant: [CH:1]1([C:4]2[C:5]([N+:15]([O-:17])=[O:16])=[CH:6][C:7]([N+:12]([O-])=O)=[C:8]([CH:11]=2)[CH:9]=O)[CH2:3][CH2:2]1.[CH3:18][C:19]1[CH:20]=[CH:21][C:22]([NH2:25])=[N:23][CH:24]=1.C1(P(C2C=CC=CC=2)C2C=CC=CC=2)C=CC=CC=1. (4) Reactant: C(OC(=O)[NH:7][CH:8]1[CH2:13][CH2:12][N:11]([CH2:14][C:15]2[C:23]3[C:22]([NH:24][C:25]4[CH:26]=[CH:27][C:28]5[O:32][CH:31]=[CH:30][C:29]=5[CH:33]=4)=[N:21][CH:20]=[N:19][C:18]=3[NH:17][CH:16]=2)[CH2:10][CH2:9]1)(C)(C)C.FC(F)(F)C(O)=O. Product: [NH2:7][CH:8]1[CH2:9][CH2:10][N:11]([CH2:14][C:15]2[C:23]3[C:22]([NH:24][C:25]4[CH:26]=[CH:27][C:28]5[O:32][CH:31]=[CH:30][C:29]=5[CH:33]=4)=[N:21][CH:20]=[N:19][C:18]=3[NH:17][CH:16]=2)[CH2:12][CH2:13]1. The catalyst class is: 2. (5) Reactant: Cl[CH2:2][CH2:3][CH2:4][S:5]([N:8](S(CCCCl)(=O)=O)[C:9]1[CH:17]=[C:16]([C:18]([O:20][CH3:21])=[O:19])[CH:15]=[C:14]2[C:10]=1[CH:11]=[N:12][N:13]2[CH2:22][CH3:23])(=[O:7])=[O:6].CCN(CC)CC. Product: [O:6]=[S:5]1(=[O:7])[CH2:4][CH2:3][CH2:2][N:8]1[C:9]1[CH:17]=[C:16]([C:18]([O:20][CH3:21])=[O:19])[CH:15]=[C:14]2[C:10]=1[CH:11]=[N:12][N:13]2[CH2:22][CH3:23]. The catalyst class is: 14. (6) Reactant: [C:1](Cl)(=O)[CH3:2].[CH2:5]([O:7][C:8]1[C:13](=[O:14])[N:12]([CH3:15])[C:11]([OH:16])=[N:10][C:9]=1[C:17]([OH:19])=[O:18])[CH3:6]. Product: [CH2:5]([O:7][C:8]1[C:13](=[O:14])[N:12]([CH3:15])[C:11]([OH:16])=[N:10][C:9]=1[C:17]([O:19][CH2:1][CH3:2])=[O:18])[CH3:6]. The catalyst class is: 8.